Dataset: Catalyst prediction with 721,799 reactions and 888 catalyst types from USPTO. Task: Predict which catalyst facilitates the given reaction. (1) Reactant: [Br:1][C:2]1[CH:16]=[CH:15][C:5]2[C:6]3[N:7]=[C:8]([NH2:14])[S:9][C:10]=3[CH2:11][CH2:12][O:13][C:4]=2[CH:3]=1.N(OC(C)(C)C)=O.C[Si]([N:28]=[N+:29]=[N-])(C)C. Product: [N:14]([C:8]1[S:9][C:10]2[CH2:11][CH2:12][O:13][C:4]3[CH:3]=[C:2]([Br:1])[CH:16]=[CH:15][C:5]=3[C:6]=2[N:7]=1)=[N+:28]=[N-:29]. The catalyst class is: 10. (2) Reactant: CO.[CH:3]1([C:9]2[CH:18]=[C:17]3[C:12]([C:13]([CH3:47])=[CH:14][C:15](=[O:46])[N:16]3[CH2:19][CH2:20][N:21]3[CH2:26][CH2:25][CH:24]([N:27]([CH2:35][C:36]4[CH:45]=[CH:44][C:39]5[O:40][CH2:41][CH2:42][O:43][C:38]=5[CH:37]=4)C(=O)OC(C)(C)C)[CH2:23][CH2:22]3)=[CH:11][CH:10]=2)[CH2:8][CH2:7][CH2:6][CH2:5][CH2:4]1.[ClH:48].C(OCC)(=O)C. Product: [ClH:48].[CH:3]1([C:9]2[CH:18]=[C:17]3[C:12]([C:13]([CH3:47])=[CH:14][C:15](=[O:46])[N:16]3[CH2:19][CH2:20][N:21]3[CH2:26][CH2:25][CH:24]([NH:27][CH2:35][C:36]4[CH:45]=[CH:44][C:39]5[O:40][CH2:41][CH2:42][O:43][C:38]=5[CH:37]=4)[CH2:23][CH2:22]3)=[CH:11][CH:10]=2)[CH2:8][CH2:7][CH2:6][CH2:5][CH2:4]1. The catalyst class is: 13.